From a dataset of Reaction yield outcomes from USPTO patents with 853,638 reactions. Predict the reaction yield, written as a fraction of the theoretical maximum amount of product (1.0 means a 100% yield; for example, 0.34 means a 34% yield). (1) The reactants are [C:1]([O:5][C:6]([N:8]1[CH2:14][CH2:13][C:12]2[CH:15]=[C:16]([N+:27]([O-])=O)[C:17]([S:19][C:20]3[CH:25]=[CH:24][C:23]([Br:26])=[CH:22][CH:21]=3)=[CH:18][C:11]=2[CH2:10][CH2:9]1)=[O:7])([CH3:4])([CH3:3])[CH3:2].C(O)(=O)C.C(OCC)(=O)C.O. The catalyst is C(O)C.[Fe]. The product is [C:1]([O:5][C:6]([N:8]1[CH2:9][CH2:10][C:11]2[CH:18]=[C:17]([S:19][C:20]3[CH:25]=[CH:24][C:23]([Br:26])=[CH:22][CH:21]=3)[C:16]([NH2:27])=[CH:15][C:12]=2[CH2:13][CH2:14]1)=[O:7])([CH3:4])([CH3:2])[CH3:3]. The yield is 1.00. (2) The reactants are [C:1]([O:5][C:6](=[O:39])[N:7]([C:12]1[C:16]2[CH:17]=[C:18]([CH2:21][O:22][C:23]3[CH:28]=[CH:27][C:26]([C:29]4[CH:34]=[C:33]([F:35])[C:32]([F:36])=[CH:31][C:30]=4[O:37][CH3:38])=[CH:25][CH:24]=3)[CH:19]=[CH:20][C:15]=2[O:14][N:13]=1)[CH2:8][CH2:9]OC)([CH3:4])([CH3:3])[CH3:2].[C:40]([O:44][C:45](=O)NC1C2C=C(COC3C=CC(C4C=C(F)C(F)=CC=4OC)=CC=3)C=CC=2ON=1)(C)(C)C.BrCCCOC. No catalyst specified. The product is [C:1]([O:5][C:6](=[O:39])[N:7]([C:12]1[C:16]2[CH:17]=[C:18]([CH2:21][O:22][C:23]3[CH:24]=[CH:25][C:26]([C:29]4[CH:34]=[C:33]([F:35])[C:32]([F:36])=[CH:31][C:30]=4[O:37][CH3:38])=[CH:27][CH:28]=3)[CH:19]=[CH:20][C:15]=2[O:14][N:13]=1)[CH2:8][CH2:9][CH2:40][O:44][CH3:45])([CH3:4])([CH3:3])[CH3:2]. The yield is 0.930. (3) The reactants are [H-].[Na+].[CH2:3]([OH:15])[CH2:4][O:5][CH2:6][CH2:7][O:8][CH2:9][CH2:10][O:11][CH2:12][CH2:13]O.S([O-])(=O)(=O)C.[CH2:21]([O:28][CH2:29][CH2:30][O:31][CH2:32][CH2:33][O:34][CH2:35][CH2:36][O:37][CH2:38][CH2:39][OH:40])[C:22]1[CH:27]=[CH:26][CH:25]=[CH:24][CH:23]=1. The catalyst is O1CCCC1. The product is [CH2:21]([O:28][CH2:29][CH2:30][O:31][CH2:32][CH2:33][O:34][CH2:35][CH2:36][O:37][CH2:38][CH2:39][O:40][CH2:13][CH2:12][O:11][CH2:10][CH2:9][O:8][CH2:7][CH2:6][O:5][CH2:4][CH2:3][OH:15])[C:22]1[CH:23]=[CH:24][CH:25]=[CH:26][CH:27]=1. The yield is 0.340.